From a dataset of Reaction yield outcomes from USPTO patents with 853,638 reactions. Predict the reaction yield, written as a fraction of the theoretical maximum amount of product (1.0 means a 100% yield; for example, 0.34 means a 34% yield). The reactants are [S:1]1[C:5]([C:6]2[NH:7][C:8]3[C:13]([CH:14]=2)=[CH:12][CH:11]=[CH:10][C:9]=3[NH2:15])=[N:4][CH:3]=[N:2]1.[S:16]1[CH:20]=[CH:19][CH:18]=[C:17]1[S:21](Cl)(=[O:23])=[O:22]. The catalyst is N1C=CC=CC=1. The product is [S:1]1[C:5]([C:6]2[NH:7][C:8]3[C:13]([CH:14]=2)=[CH:12][CH:11]=[CH:10][C:9]=3[NH:15][S:21]([C:17]2[S:16][CH:20]=[CH:19][CH:18]=2)(=[O:23])=[O:22])=[N:4][CH:3]=[N:2]1. The yield is 0.430.